Task: Predict the reaction yield, written as a fraction of the theoretical maximum amount of product (1.0 means a 100% yield; for example, 0.34 means a 34% yield).. Dataset: Reaction yield outcomes from USPTO patents with 853,638 reactions (1) The catalyst is C(O)C. The yield is 0.760. The reactants are Br[C:2]1[CH:11]=[CH:10][C:9]2[C:8](=O)[CH2:7][CH2:6][CH2:5][C:4]=2[C:3]=1[O:13][CH2:14][C:15]([O:17][CH2:18][CH3:19])=[O:16].[C:20](=[S:23])([S-:22])[NH2:21].[NH4+]. The product is [SH:23][C:20]1[S:22][C:7]2[CH2:6][CH2:5][C:4]3[C:9](=[CH:10][CH:11]=[CH:2][C:3]=3[O:13][CH2:14][C:15]([O:17][CH2:18][CH3:19])=[O:16])[C:8]=2[N:21]=1. (2) The reactants are [CH3:1][O:2][C:3]1[N:8]=[C:7]([O:9][CH3:10])[C:6](B(O)O)=[CH:5][N:4]=1.[Cl:14][C:15]1[CH:20]=[CH:19][C:18](I)=[CH:17][N:16]=1.C([O-])([O-])=O.[Na+].[Na+].C1C=CC(P(C2C=CC=CC=2)C2C=CC=CC=2)=CC=1. The catalyst is C(O)CC.CC([O-])=O.CC([O-])=O.[Pd+2]. The product is [Cl:14][C:15]1[N:16]=[CH:17][C:18]([C:6]2[C:7]([O:9][CH3:10])=[N:8][C:3]([O:2][CH3:1])=[N:4][CH:5]=2)=[CH:19][CH:20]=1. The yield is 1.00. (3) The reactants are [CH3:1][C@@H:2]1[NH:8][CH2:7][C:6]2[CH:9]=[CH:10][C:11]([C:13]([O:15][CH3:16])=[O:14])=[CH:12][C:5]=2[O:4][CH2:3]1.[CH3:17][O:18][C:19]1[CH:24]=[CH:23][CH:22]=[CH:21][C:20]=1B(O)O.CCN(CC)CC.O=O. The catalyst is C(Cl)Cl.CC([O-])=O.CC([O-])=O.[Cu+2]. The product is [CH3:17][O:18][C:19]1[CH:24]=[CH:23][CH:22]=[CH:21][C:20]=1[N:8]1[CH2:7][C:6]2[CH:9]=[CH:10][C:11]([C:13]([O:15][CH3:16])=[O:14])=[CH:12][C:5]=2[O:4][CH2:3][C@@H:2]1[CH3:1]. The yield is 0.150. (4) The reactants are [C-:1]#[N:2].[Na+].Br[CH2:5][C:6]1[CH:11]=[CH:10][CH:9]=[C:8]([C:12]#[N:13])[CH:7]=1.IC. The catalyst is [Br-].C([N+](CCCC)(CCCC)CCCC)CCC.O.ClCCl. The product is [C:12]([C:8]1[CH:7]=[C:6]([CH:11]=[CH:10][CH:9]=1)[CH2:5][C:1]#[N:2])#[N:13]. The yield is 1.00. (5) The reactants are [Cl:1][C:2]1[C:3]([N:17]2[CH2:22][CH2:21][CH2:20][C@@H:19]([NH:23]C(=O)OC(C)(C)C)[CH2:18]2)=[C:4]2[C:10]([NH:11][C:12](=[O:16])[CH2:13][O:14][CH3:15])=[CH:9][NH:8][C:5]2=[N:6][CH:7]=1.C(O)(C(F)(F)F)=O. The catalyst is C(Cl)Cl. The product is [ClH:1].[NH2:23][C@@H:19]1[CH2:20][CH2:21][CH2:22][N:17]([C:3]2[C:2]([Cl:1])=[CH:7][N:6]=[C:5]3[NH:8][CH:9]=[C:10]([NH:11][C:12](=[O:16])[CH2:13][O:14][CH3:15])[C:4]=23)[CH2:18]1. The yield is 0.980. (6) The reactants are [Cl:1][C:2]1[CH:3]=[C:4]([C:9]2([C:30]([F:33])([F:32])[F:31])[O:13][N:12]=[C:11]([C:14]3[S:18][C:17]([C:19]([NH:21][CH2:22][C:23]([OH:25])=O)=[O:20])=[C:16]4[CH2:26][CH2:27][CH2:28][CH2:29][C:15]=34)[CH2:10]2)[CH:5]=[C:6]([Cl:8])[CH:7]=1.CN(C(O[N:42]1N=[N:49][C:44]2C=CC=N[C:43]1=2)=[N+](C)C)C.F[P-](F)(F)(F)(F)F.CCN(CC)CC.Cl.NCC#N. The catalyst is C(Cl)Cl.O. The product is [C:43]([CH2:44][NH:49][C:23](=[O:25])[CH2:22][NH:21][C:19]([C:17]1[S:18][C:14]([C:11]2[CH2:10][C:9]([C:4]3[CH:3]=[C:2]([Cl:1])[CH:7]=[C:6]([Cl:8])[CH:5]=3)([C:30]([F:33])([F:32])[F:31])[O:13][N:12]=2)=[C:15]2[CH2:29][CH2:28][CH2:27][CH2:26][C:16]=12)=[O:20])#[N:42]. The yield is 0.447. (7) The reactants are [NH2:1][CH2:2][C:3]([NH:5][S:6]([C:9]1[CH:14]=[CH:13][C:12]([C:15]2[C:16]([C:21]3[CH:26]=[CH:25][CH:24]=[CH:23][CH:22]=3)=[N:17][O:18][C:19]=2[CH3:20])=[CH:11][CH:10]=1)(=[O:8])=[O:7])=[O:4].C(N(CC)CC)C.[C:34](OC(=O)C)(=[O:36])[CH3:35]. The catalyst is C(#N)C. The product is [C:34]([NH:1][CH2:2][C:3]([NH:5][S:6]([C:9]1[CH:10]=[CH:11][C:12]([C:15]2[C:16]([C:21]3[CH:26]=[CH:25][CH:24]=[CH:23][CH:22]=3)=[N:17][O:18][C:19]=2[CH3:20])=[CH:13][CH:14]=1)(=[O:8])=[O:7])=[O:4])(=[O:36])[CH3:35]. The yield is 0.780. (8) The reactants are [C:1]([C:4]1[N:9]=[N:8][C:7]([NH:10][C@@H:11]2[CH2:16][CH2:15][O:14][CH2:13][C@@H:12]2[NH:17]C(=O)OC(C)(C)C)=[CH:6][C:5]=1[NH:25][C:26]1[CH:31]=[CH:30][C:29]([O:32][CH3:33])=[C:28]([CH:34]([CH3:36])[CH3:35])[N:27]=1)(=[O:3])[NH2:2].FC(F)(F)C(O)=O. The catalyst is ClCCl. The product is [NH2:17][C@@H:12]1[C@H:11]([NH:10][C:7]2[N:8]=[N:9][C:4]([C:1]([NH2:2])=[O:3])=[C:5]([NH:25][C:26]3[CH:31]=[CH:30][C:29]([O:32][CH3:33])=[C:28]([CH:34]([CH3:36])[CH3:35])[N:27]=3)[CH:6]=2)[CH2:16][CH2:15][O:14][CH2:13]1. The yield is 0.740.